This data is from Forward reaction prediction with 1.9M reactions from USPTO patents (1976-2016). The task is: Predict the product of the given reaction. (1) Given the reactants C([O:3][C:4]([C:6]1[N:7]([CH2:16][C:17]([F:20])([F:19])[F:18])[C:8]2[C:13]([CH:14]=1)=[CH:12][C:11]([OH:15])=[CH:10][CH:9]=2)=[O:5])C.O.[OH-].[Li+].O.CO, predict the reaction product. The product is: [OH:15][C:11]1[CH:12]=[C:13]2[C:8](=[CH:9][CH:10]=1)[N:7]([CH2:16][C:17]([F:20])([F:18])[F:19])[C:6]([C:4]([OH:5])=[O:3])=[CH:14]2. (2) Given the reactants O=[C:2]([CH2:6][C:7](=O)[C:8]1[CH:13]=[CH:12][CH:11]=[CH:10][C:9]=1[O:14][CH3:15])[C:3]([OH:5])=[O:4].S(O)(O)(=O)=O.[CH3:22][S:23][C:24](=[NH:26])[NH2:25].[O-]CC.[Na+].[OH-].[Na+], predict the reaction product. The product is: [CH3:15][O:14][C:9]1[CH:10]=[CH:11][CH:12]=[CH:13][C:8]=1[C:7]1[N:26]=[C:24]([S:23][CH3:22])[N:25]=[C:2]([C:3]([OH:5])=[O:4])[CH:6]=1. (3) The product is: [Cl:38][CH:37]([B:5]1[O:4][C@@H:3]2[CH2:11][C@@H:12]3[CH2:15][C@H:14]([C@:2]2([CH3:1])[O:6]1)[C:13]3([CH3:17])[CH3:16])[CH2:23][CH:21]([CH3:20])[CH3:22]. Given the reactants [CH3:1][C@:2]12[C@H:14]3[CH2:15][C@H:12]([C:13]3([CH3:17])[CH3:16])[CH2:11][C@H:3]1[O:4][B:5](CC(C)C)[O:6]2.O1[CH2:22][CH2:21][CH2:20]C1.[CH:23]([N-]C(C)C)(C)C.[Li+].S(=O)(=O)(O)O.Cl[CH2:37][Cl:38], predict the reaction product. (4) Given the reactants [H-].[H-].[H-].[H-].[Li+].[Al+3].[NH2:7][C:8]1[CH:16]=[CH:15][CH:14]=[C:13]([O:17][CH3:18])[C:9]=1[C:10](O)=[O:11], predict the reaction product. The product is: [NH2:7][C:8]1[CH:16]=[CH:15][CH:14]=[C:13]([O:17][CH3:18])[C:9]=1[CH2:10][OH:11]. (5) Given the reactants [C:1]([C:5]1[N:10]=[C:9]([N:11]2[CH2:16][CH2:15][N:14]([CH2:17][CH2:18][CH2:19][CH2:20][NH2:21])[CH2:13][CH2:12]2)[CH:8]=[C:7]([C:22]([F:25])([F:24])[F:23])[N:6]=1)([CH3:4])([CH3:3])[CH3:2].C1N=CN([C:31]([N:33]2[CH:37]=N[CH:35]=[CH:34]2)=[O:32])C=1.[C:38]1([CH:44]2CCNC[CH2:45]2)[CH:43]=[CH:42][CH:41]=[CH:40][CH:39]=1, predict the reaction product. The product is: [C:1]([C:5]1[N:10]=[C:9]([N:11]2[CH2:16][CH2:15][N:14]([CH2:17][CH2:18][CH2:19][CH2:20][NH:21][C:31]([N:33]3[CH2:34][CH2:35][CH:44]([C:38]4[CH:43]=[CH:42][CH:41]=[CH:40][CH:39]=4)[CH2:45][CH2:37]3)=[O:32])[CH2:13][CH2:12]2)[CH:8]=[C:7]([C:22]([F:24])([F:25])[F:23])[N:6]=1)([CH3:4])([CH3:2])[CH3:3]. (6) Given the reactants [C:1]([OH:14])(=[O:13])[CH2:2][CH2:3][CH2:4][CH2:5][CH2:6][CH2:7][CH2:8][CH2:9][CH2:10][CH2:11][CH3:12].O=[CH:16][C@@H:17]([C@H:19]([C@@H:21](CO)O)O)O.[O:25]=[CH:26][C@@H:27]([C@H:29]([C@@H:31]([C@@H:33]([CH2:35][OH:36])[OH:34])[OH:32])[OH:30])[OH:28].C(Cl)(=O)CCCCCCCCCCCCCCC, predict the reaction product. The product is: [C:1]([OH:14])(=[O:13])[CH2:2][CH2:3][CH2:4][CH2:5][CH2:6][CH2:7][CH2:8][CH2:9][CH2:10][CH2:11][CH2:12][CH2:16][CH2:17][CH2:19][CH3:21].[O:25]=[CH:26][C@@H:27]([C@H:29]([C@@H:31]([C@@H:33]([CH2:35][OH:36])[OH:34])[OH:32])[OH:30])[OH:28]. (7) Given the reactants [OH:1][C@H:2]1[CH2:6][N:5]([C:7]([O:9][C:10]([CH3:13])([CH3:12])[CH3:11])=[O:8])[C@H:4]([C:14]([O:16][CH3:17])=[O:15])[CH2:3]1.C1N=CN([C:23]([N:25]2[CH:29]=N[CH:27]=[CH:26]2)=[O:24])C=1.Cl.[Cl:31][C:32]1[CH:40]=CC=[C:37]2[C:33]=1CN[CH2:36]2.CCN(C(C)C)C(C)C, predict the reaction product. The product is: [Cl:31][C:32]1[CH:33]=[CH:37][CH:36]=[C:27]2[C:40]=1[CH2:29][N:25]([C:23]([O:1][C@H:2]1[CH2:6][N:5]([C:7]([O:9][C:10]([CH3:11])([CH3:12])[CH3:13])=[O:8])[C@H:4]([C:14]([O:16][CH3:17])=[O:15])[CH2:3]1)=[O:24])[CH2:26]2.